From a dataset of TCR-epitope binding with 47,182 pairs between 192 epitopes and 23,139 TCRs. Binary Classification. Given a T-cell receptor sequence (or CDR3 region) and an epitope sequence, predict whether binding occurs between them. (1) The epitope is VSFIEFVGW. The TCR CDR3 sequence is CASSRRSQGLNTEAFF. Result: 1 (the TCR binds to the epitope). (2) The epitope is VLQAVGACV. The TCR CDR3 sequence is CATSDTGTGENTGELFF. Result: 0 (the TCR does not bind to the epitope). (3) The epitope is GLNKIVRMY. The TCR CDR3 sequence is CASSPGLAGITGELFF. Result: 0 (the TCR does not bind to the epitope). (4) The epitope is AMFWSVPTV. The TCR CDR3 sequence is RASSLSPKTSGSTDTQYF. Result: 0 (the TCR does not bind to the epitope). (5) The epitope is KLWAQCVQL. The TCR CDR3 sequence is CASGLGLAGAETQYF. Result: 1 (the TCR binds to the epitope). (6) The epitope is RLRAEAQVK. The TCR CDR3 sequence is CSAWDRLNTEAFF. Result: 1 (the TCR binds to the epitope). (7) The epitope is SLVKPSFYV. The TCR CDR3 sequence is CASSMGQHSNQPQHF. Result: 0 (the TCR does not bind to the epitope). (8) The epitope is SLVKPSFYV. The TCR CDR3 sequence is CASSLIAGNSDTQYF. Result: 0 (the TCR does not bind to the epitope).